Task: Regression/Classification. Given a drug SMILES string, predict its absorption, distribution, metabolism, or excretion properties. Task type varies by dataset: regression for continuous measurements (e.g., permeability, clearance, half-life) or binary classification for categorical outcomes (e.g., BBB penetration, CYP inhibition). Dataset: cyp2d6_veith.. Dataset: CYP2D6 inhibition data for predicting drug metabolism from PubChem BioAssay (1) The molecule is O=c1[nH]c(=S)[nH]c(-c2ccccc2)c1Cc1c(O)ccc2ccccc12. The result is 0 (non-inhibitor). (2) The molecule is CC(=O)OC[C@@H]1O[C@H](CCON=C(C)C)C=C[C@@H]1OC(C)=O. The result is 0 (non-inhibitor). (3) The molecule is C[C@@H]1O[C@H](O[C@@H]2[C@H](CO)O[C@H](OC[C@@H]3O[C@H](OC(=O)[C@@]45CC[C@@H](C)[C@@H](C)[C@@H]4C4=CC[C@@H]6[C@](C)(CC[C@H]7[C@@](C)(CO)[C@H](O)[C@H](O)C[C@]67C)[C@]4(C)CC5)[C@@H](O)[C@H](O)[C@@H]3O)[C@@H](O)[C@@H]2O)[C@@H](O)[C@H](O)[C@@H]1O. The result is 0 (non-inhibitor). (4) The drug is CN1C(C(=O)Nc2ccccn2)=C(O)c2sccc2S1(=O)=O. The result is 0 (non-inhibitor). (5) The molecule is COc1ccc(CCN(C)CCCOc2ccc(S(=O)(=O)c3[nH]c4ccccc4c3C(C)C)cc2)cc1OC. The result is 0 (non-inhibitor).